Dataset: Catalyst prediction with 721,799 reactions and 888 catalyst types from USPTO. Task: Predict which catalyst facilitates the given reaction. (1) Reactant: [C:1]([O:5][C:6](=[O:18])[NH:7][CH2:8][C@H:9]1[CH2:14][CH2:13][C@H:12]([C:15](=O)[NH2:16])[CH2:11][CH2:10]1)([CH3:4])([CH3:3])[CH3:2].C1CCN2C(=NCCC2)CC1.P(Cl)(Cl)(OCC)=O.[NH4+].[Cl-]. Product: [C:1]([O:5][C:6](=[O:18])[NH:7][CH2:8][C@H:9]1[CH2:10][CH2:11][C@H:12]([C:15]#[N:16])[CH2:13][CH2:14]1)([CH3:4])([CH3:2])[CH3:3]. The catalyst class is: 61. (2) Reactant: [Cl:1][C:2]1[CH:10]=[CH:9][C:5]([C:6](O)=[O:7])=[CH:4][N:3]=1.S(Cl)([Cl:13])=O. Product: [Cl:1][C:2]1[CH:10]=[CH:9][C:5]([C:6]([Cl:13])=[O:7])=[CH:4][N:3]=1. The catalyst class is: 9.